Dataset: Full USPTO retrosynthesis dataset with 1.9M reactions from patents (1976-2016). Task: Predict the reactants needed to synthesize the given product. (1) Given the product [ClH:26].[O:1]=[C:2]1[N:6]([C:7]2[N:12]=[CH:11][C:10]([C:13]([O:15][C:16]([CH3:19])([CH3:18])[CH3:17])=[O:14])=[CH:9][CH:8]=2)[NH:5][CH:4]=[C:3]1[C:20]1[CH:21]=[N:22][CH:23]=[CH:24][CH:25]=1, predict the reactants needed to synthesize it. The reactants are: [O:1]=[C:2]1[N:6]([C:7]2[N:12]=[CH:11][C:10]([C:13]([O:15][C:16]([CH3:19])([CH3:18])[CH3:17])=[O:14])=[CH:9][CH:8]=2)[NH:5][CH:4]=[C:3]1[C:20]1[CH:21]=[N:22][CH:23]=[CH:24][CH:25]=1.[ClH:26]. (2) Given the product [C:8]1([CH3:18])[CH:13]=[CH:12][C:11]([S:14]([O:4][CH2:3][CH2:2][CH2:1][OH:5])(=[O:16])=[O:15])=[CH:10][CH:9]=1, predict the reactants needed to synthesize it. The reactants are: [CH2:1]([OH:5])[CH2:2][CH2:3][OH:4].[I-].[K+].[C:8]1([CH3:18])[CH:13]=[CH:12][C:11]([S:14](Cl)(=[O:16])=[O:15])=[CH:10][CH:9]=1.